Task: Predict the reactants needed to synthesize the given product.. Dataset: Full USPTO retrosynthesis dataset with 1.9M reactions from patents (1976-2016) Given the product [F:9][C:4]1[CH:5]=[CH:6][CH:7]=[CH:8][C:3]=1[CH:2]([C:10]1[CH:15]=[CH:14][CH:13]=[CH:12][C:11]=1[F:16])[N:20]1[CH:21]=[CH:22][CH:23]=[C:24]([C:25]([O:27][CH3:28])=[O:26])[C:19]1=[O:18], predict the reactants needed to synthesize it. The reactants are: Br[CH:2]([C:10]1[CH:15]=[CH:14][CH:13]=[CH:12][C:11]=1[F:16])[C:3]1[CH:8]=[CH:7][CH:6]=[CH:5][C:4]=1[F:9].Cl.[O:18]=[C:19]1[C:24]([C:25]([O:27][CH3:28])=[O:26])=[CH:23][CH:22]=[CH:21][NH:20]1.[H-].[Na+].